This data is from Full USPTO retrosynthesis dataset with 1.9M reactions from patents (1976-2016). The task is: Predict the reactants needed to synthesize the given product. (1) Given the product [Cl:1][C:2]1[CH:3]=[CH:4][C:5]([N:8]2[C:11](=[O:24])[C@H:10]([S:25][CH2:26][C:27]3([C:35]4[CH:40]=[CH:39][C:38]([Cl:41])=[CH:37][CH:36]=4)[O:28][CH2:29][C:30]([CH3:33])([CH3:34])[CH2:31][O:32]3)[C@H:9]2[C:42]2[CH:43]=[CH:44][C:45]([O:46][CH2:47][C:48]([O:50][C:51]([CH3:53])([CH3:54])[CH3:52])=[O:49])=[CH:55][CH:56]=2)=[CH:6][CH:7]=1, predict the reactants needed to synthesize it. The reactants are: [Cl:1][C:2]1[CH:7]=[CH:6][C:5]([NH:8][C@@H:9]([C:42]2[CH:56]=[CH:55][C:45]([O:46][CH2:47][C:48]([O:50][C:51]([CH3:54])([CH3:53])[CH3:52])=[O:49])=[CH:44][CH:43]=2)[C@@H:10]([S:25][CH2:26][C:27]2([C:35]3[CH:40]=[CH:39][C:38]([Cl:41])=[CH:37][CH:36]=3)[O:32][CH2:31][C:30]([CH3:34])([CH3:33])[CH2:29][O:28]2)[C:11](=[O:24])N2[C@@H](C3C=CC=CC=3)COC2=O)=[CH:4][CH:3]=1.C/C(/O[Si](C)(C)C)=N\[Si](C)(C)C.[F-].C([N+](CCCC)(CCCC)CCCC)CCC. (2) The reactants are: [C:1]([CH2:3][C:4]([NH:6][CH:7]([C:11]1[CH:16]=[CH:15][C:14]([O:17][CH2:18][CH2:19][N:20]([CH2:23][CH3:24])[CH2:21][CH3:22])=[CH:13][CH:12]=1)[CH2:8][CH2:9][CH3:10])=[O:5])#[N:2].[O:25]1CCN(CCOC2C=CC(C(N)CCC)=CC=2)CC1. Given the product [C:1]([CH2:3][C:4]([NH:6][CH:7]([C:11]1[CH:12]=[CH:13][C:14]([O:17][CH2:18][CH2:19][N:20]2[CH2:23][CH2:24][O:25][CH2:22][CH2:21]2)=[CH:15][CH:16]=1)[CH2:8][CH2:9][CH3:10])=[O:5])#[N:2], predict the reactants needed to synthesize it. (3) Given the product [OH:6][C@@H:7]1[CH2:15][C@@H:10]2[O:11][C:12](=[O:14])[CH2:13][C@@H:9]2[C@H:8]1[CH2:16][OH:17], predict the reactants needed to synthesize it. The reactants are: CO.C([O:6][C@@H:7]1[CH2:15][C@@H:10]2[O:11][C:12](=[O:14])[CH2:13][C@@H:9]2[C@H:8]1[CH2:16][O:17]C(=O)C)(=O)C.C1C=CC(C2C(=O)C3C(=CC=CC=3)C2=O)=CC=1.